Dataset: Forward reaction prediction with 1.9M reactions from USPTO patents (1976-2016). Task: Predict the product of the given reaction. (1) Given the reactants [C:1]([O:5][C:6](=[O:14])[NH:7][C:8]1[NH:9][N:10]=[C:11]([NH2:13])[CH:12]=1)([CH3:4])([CH3:3])[CH3:2].C([N:23]=[C:24]=[S:25])(=O)C1C=CC=CC=1.[OH-].[Na+].CCOC(C)=O, predict the reaction product. The product is: [C:1]([O:5][C:6](=[O:14])[NH:7][C:8]1[NH:9][N:10]=[C:11]([NH:13][C:24]([NH2:23])=[S:25])[CH:12]=1)([CH3:4])([CH3:2])[CH3:3]. (2) Given the reactants Br[C:2]1[CH:3]=[C:4]([C:8]2([NH:18][CH2:19][CH:20]([OH:35])[CH:21]([NH:31][C:32](=[O:34])[CH3:33])[CH2:22][C:23]3[CH:28]=[C:27]([F:29])[CH:26]=[C:25]([F:30])[CH:24]=3)[CH2:17][CH2:16][C:11]3([O:15][CH2:14][CH2:13][O:12]3)[CH2:10][CH2:9]2)[CH:5]=[CH:6][CH:7]=1.[NH:36]1[CH:40]=[CH:39][CH:38]=[N:37]1.C(=O)([O-])[O-].[Cs+].[Cs+].N[C@@H]1CCCC[C@H]1N, predict the reaction product. The product is: [F:29][C:27]1[CH:28]=[C:23]([CH:24]=[C:25]([F:30])[CH:26]=1)[CH2:22][CH:21]([NH:31][C:32](=[O:34])[CH3:33])[CH:20]([OH:35])[CH2:19][NH:18][C:8]1([C:4]2[CH:5]=[CH:6][CH:7]=[C:2]([N:36]3[CH:40]=[CH:39][CH:38]=[N:37]3)[CH:3]=2)[CH2:9][CH2:10][C:11]2([O:15][CH2:14][CH2:13][O:12]2)[CH2:16][CH2:17]1. (3) Given the reactants [OH:1][C:2]1[CH:3]=[C:4]2[C:8](=[CH:9][CH:10]=1)[N:7]1[CH2:11][CH2:12][CH2:13][CH:14]([CH2:15][C:16]([O:18][CH2:19][CH3:20])=[O:17])[C:6]1=[CH:5]2.C(=O)([O-])[O-].[Cs+].[Cs+].Cl[CH2:28][C:29]1[CH:30]=[CH:31][C:32]([O:37][CH:38]([CH3:40])[CH3:39])=[C:33]([CH:36]=1)[C:34]#[N:35], predict the reaction product. The product is: [C:34]([C:33]1[CH:36]=[C:29]([CH:30]=[CH:31][C:32]=1[O:37][CH:38]([CH3:40])[CH3:39])[CH2:28][O:1][C:2]1[CH:3]=[C:4]2[C:8](=[CH:9][CH:10]=1)[N:7]1[CH2:11][CH2:12][CH2:13][CH:14]([CH2:15][C:16]([O:18][CH2:19][CH3:20])=[O:17])[C:6]1=[CH:5]2)#[N:35].